Dataset: Full USPTO retrosynthesis dataset with 1.9M reactions from patents (1976-2016). Task: Predict the reactants needed to synthesize the given product. (1) Given the product [CH2:1]([C:5]1[N:6]=[C:7]([CH3:42])[N:8]([C:36]2[CH:41]=[CH:40][CH:39]=[CH:38][N:37]=2)[C:9](=[O:35])[C:10]=1[CH2:11][C:12]1[CH:28]=[C:27]([CH2:29][CH2:30][CH3:31])[C:15]([O:16][CH:17]([C:21]2[CH:22]=[CH:23][CH:24]=[CH:25][CH:26]=2)[C:18]#[N:20])=[C:14]([CH2:32][CH2:33][CH3:34])[CH:13]=1)[CH2:2][CH2:3][CH3:4], predict the reactants needed to synthesize it. The reactants are: [CH2:1]([C:5]1[N:6]=[C:7]([CH3:42])[N:8]([C:36]2[CH:41]=[CH:40][CH:39]=[CH:38][N:37]=2)[C:9](=[O:35])[C:10]=1[CH2:11][C:12]1[CH:28]=[C:27]([CH2:29][CH2:30][CH3:31])[C:15]([O:16][CH:17]([C:21]2[CH:26]=[CH:25][CH:24]=[CH:23][CH:22]=2)[C:18]([NH2:20])=O)=[C:14]([CH2:32][CH2:33][CH3:34])[CH:13]=1)[CH2:2][CH2:3][CH3:4].P(Cl)(Cl)(Cl)=O. (2) Given the product [F:1][C:2]1[C:11]([F:12])=[C:10]([F:13])[CH:9]=[C:8]2[C:3]=1[C:4](=[O:19])[C:5]([C:14]([O:16][CH2:17][CH3:18])=[O:15])=[CH:6][N:7]2[CH2:33][CH2:32][C:26]1[CH:31]=[CH:30][CH:29]=[CH:28][CH:27]=1, predict the reactants needed to synthesize it. The reactants are: [F:1][C:2]1[C:11]([F:12])=[C:10]([F:13])[CH:9]=[C:8]2[C:3]=1[C:4]([OH:19])=[C:5]([C:14]([O:16][CH2:17][CH3:18])=[O:15])[CH:6]=[N:7]2.C([O-])([O-])=O.[K+].[K+].[C:26]1([CH2:32][CH2:33]Br)[CH:31]=[CH:30][CH:29]=[CH:28][CH:27]=1. (3) Given the product [ClH:28].[NH:8]1[CH2:13][CH2:12][CH:11]([CH2:14][O:15][C:16]2[CH:17]=[CH:18][C:19]3[N:24]=[N:23][C:22]([NH2:25])=[N:21][C:20]=3[CH:26]=2)[CH2:10][CH2:9]1, predict the reactants needed to synthesize it. The reactants are: C(OC([N:8]1[CH2:13][CH2:12][CH:11]([CH2:14][O:15][C:16]2[CH:17]=[CH:18][C:19]3[N:24]=[N:23][C:22]([NH2:25])=[N:21][C:20]=3[CH:26]=2)[CH2:10][CH2:9]1)=O)(C)(C)C.C(Cl)[Cl:28]. (4) Given the product [Br:1][C:2]1[CH:3]=[C:4]([CH:9]=[CH:10][C:11]=1[CH3:12])[C:5]([NH:7][N:8]=[C:14]([CH3:16])[CH3:13])=[O:6], predict the reactants needed to synthesize it. The reactants are: [Br:1][C:2]1[CH:3]=[C:4]([CH:9]=[CH:10][C:11]=1[CH3:12])[C:5]([NH:7][NH2:8])=[O:6].[CH3:13][C:14]([CH3:16])=O.FC(F)(F)C(O)=O. (5) The reactants are: Cl[C:2]1[N:7]=[C:6](Cl)[C:5]([F:9])=[CH:4][N:3]=1.[NH2:10][C:11]1[CH:12]=[C:13]([CH:18]=[CH:19][CH:20]=1)[O:14][CH2:15][CH2:16][OH:17]. Given the product [OH:17][CH2:16][CH2:15][O:14][C:13]1[CH:12]=[C:11]([NH:10][C:2]2[N:7]=[C:6]([NH:10][C:11]3[CH:20]=[CH:19][CH:18]=[C:13]([O:14][CH2:15][CH2:16][OH:17])[CH:12]=3)[C:5]([F:9])=[CH:4][N:3]=2)[CH:20]=[CH:19][CH:18]=1, predict the reactants needed to synthesize it. (6) Given the product [F:11][C:8]1[CH:9]=[CH:10][C:4]2[S:3][C:2]([NH:12][C:13]3[CH:14]=[CH:15][C:16]([C:19]4[CH:24]=[CH:23][C:22]([C:25]([C@@H:27]5[CH2:31][CH2:30][CH2:29][C@H:28]5[C:32]([OH:34])=[O:33])=[O:26])=[CH:21][CH:20]=4)=[CH:17][CH:18]=3)=[N:6][C:5]=2[CH:7]=1, predict the reactants needed to synthesize it. The reactants are: Cl[C:2]1[S:3][C:4]2[CH:10]=[CH:9][C:8]([F:11])=[CH:7][C:5]=2[N:6]=1.[NH2:12][C:13]1[CH:18]=[CH:17][C:16]([C:19]2[CH:24]=[CH:23][C:22]([C:25]([C@@H:27]3[CH2:31][CH2:30][CH2:29][C@H:28]3[C:32]([O:34]C)=[O:33])=[O:26])=[CH:21][CH:20]=2)=[CH:15][CH:14]=1.Cl.O1CCOCC1. (7) Given the product [CH3:26][C:27]([CH3:31])([CH3:30])[C:28]#[C:29][C:2]1[CH:3]=[CH:4][C:5]([N:8]2[CH2:13][CH2:12][N:11]([C:14]([C:16]3[CH:21]=[CH:20][CH:19]=[CH:18][C:17]=3[C:22]([F:25])([F:24])[F:23])=[O:15])[CH2:10][CH2:9]2)=[N:6][CH:7]=1, predict the reactants needed to synthesize it. The reactants are: I[C:2]1[CH:3]=[CH:4][C:5]([N:8]2[CH2:13][CH2:12][N:11]([C:14]([C:16]3[CH:21]=[CH:20][CH:19]=[CH:18][C:17]=3[C:22]([F:25])([F:24])[F:23])=[O:15])[CH2:10][CH2:9]2)=[N:6][CH:7]=1.[CH3:26][C:27]([CH3:31])([CH3:30])[C:28]#[CH:29].[K+].[Br-]. (8) Given the product [F:17][C:16]1[C:11]([C@@H:9]([NH:8][C:6]2[N:5]=[C:4]([NH:19][C:20]3[N:21]=[CH:22][N:23]([CH3:25])[CH:24]=3)[N:3]=[C:2]([N:35]3[CH2:40][CH2:39][O:38][CH2:37][C@H:36]3[CH2:41][OH:42])[N:7]=2)[CH3:10])=[N:12][CH:13]=[C:14]([F:18])[CH:15]=1, predict the reactants needed to synthesize it. The reactants are: Cl[C:2]1[N:7]=[C:6]([NH:8][C@H:9]([C:11]2[C:16]([F:17])=[CH:15][C:14]([F:18])=[CH:13][N:12]=2)[CH3:10])[N:5]=[C:4]([NH:19][C:20]2[N:21]=[CH:22][N:23]([CH3:25])[CH:24]=2)[N:3]=1.CCN(C(C)C)C(C)C.[NH:35]1[CH2:40][CH2:39][O:38][CH2:37][C@H:36]1[CH2:41][OH:42]. (9) Given the product [C:1]([O:5][C:6]([N:8]1[CH2:13][CH2:12][N:11]([C:14]([C:16]2[C:24]3[C:19](=[CH:20][CH:21]=[CH:22][CH:23]=3)[N:18]([C:25]3[CH:29]=[CH:28][S:27][CH:26]=3)[C:17]=2[O:38][C:34]2[CH:35]=[CH:36][CH:37]=[C:32]([F:31])[C:33]=2[CH3:39])=[O:15])[CH2:10][CH2:9]1)=[O:7])([CH3:4])([CH3:3])[CH3:2], predict the reactants needed to synthesize it. The reactants are: [C:1]([O:5][C:6]([N:8]1[CH2:13][CH2:12][N:11]([C:14]([C:16]2[C:24]3[C:19](=[CH:20][CH:21]=[CH:22][CH:23]=3)[N:18]([C:25]3[CH:29]=[CH:28][S:27][CH:26]=3)[C:17]=2Cl)=[O:15])[CH2:10][CH2:9]1)=[O:7])([CH3:4])([CH3:3])[CH3:2].[F:31][C:32]1[C:33]([CH3:39])=[C:34]([OH:38])[CH:35]=[CH:36][CH:37]=1. (10) Given the product [N:9]1([C:6]2[CH:7]=[CH:8][C:3]([OH:2])=[CH:4][CH:5]=2)[CH:13]=[CH:12][CH:11]=[N:10]1, predict the reactants needed to synthesize it. The reactants are: C[O:2][C:3]1[CH:8]=[CH:7][C:6]([N:9]2[CH:13]=[CH:12][CH:11]=[N:10]2)=[CH:5][CH:4]=1.B(Br)(Br)Br.